Dataset: Reaction yield outcomes from USPTO patents with 853,638 reactions. Task: Predict the reaction yield, written as a fraction of the theoretical maximum amount of product (1.0 means a 100% yield; for example, 0.34 means a 34% yield). The reactants are [Cl:1][C:2]1[CH:7]=[CH:6][CH:5]=[C:4]([Cl:8])[C:3]=1[C:9]1[C:13]([CH2:14][CH2:15][CH2:16][O:17][C:18]2[CH:23]=[CH:22][C:21]([C:24]3[CH:25]=[C:26]4[C:31](=[CH:32][CH:33]=3)[N:30]=[C:29]([C:34]([O:36]C)=[O:35])[CH:28]=[CH:27]4)=[CH:20][CH:19]=2)=[C:12]([CH:38]([CH3:40])[CH3:39])[O:11][N:10]=1.O1CCCC1.[OH-].[Na+].Cl. The catalyst is CO. The product is [Cl:1][C:2]1[CH:7]=[CH:6][CH:5]=[C:4]([Cl:8])[C:3]=1[C:9]1[C:13]([CH2:14][CH2:15][CH2:16][O:17][C:18]2[CH:19]=[CH:20][C:21]([C:24]3[CH:25]=[C:26]4[C:31](=[CH:32][CH:33]=3)[N:30]=[C:29]([C:34]([OH:36])=[O:35])[CH:28]=[CH:27]4)=[CH:22][CH:23]=2)=[C:12]([CH:38]([CH3:40])[CH3:39])[O:11][N:10]=1. The yield is 0.890.